This data is from Reaction yield outcomes from USPTO patents with 853,638 reactions. The task is: Predict the reaction yield, written as a fraction of the theoretical maximum amount of product (1.0 means a 100% yield; for example, 0.34 means a 34% yield). The reactants are [OH:1][C:2]1[CH:9]=[CH:8][C:5]([CH:6]=[O:7])=[CH:4][C:3]=1[O:10][CH3:11].[Cl:12][C:13]1[CH:20]=[CH:19][C:16]([CH2:17]Br)=[CH:15][CH:14]=1.C(=O)([O-])[O-].[K+].[K+]. The catalyst is C(#N)C. The product is [Cl:12][C:13]1[CH:20]=[CH:19][C:16]([CH2:17][O:1][C:2]2[CH:9]=[CH:8][C:5]([CH:6]=[O:7])=[CH:4][C:3]=2[O:10][CH3:11])=[CH:15][CH:14]=1. The yield is 0.930.